Dataset: Reaction yield outcomes from USPTO patents with 853,638 reactions. Task: Predict the reaction yield, written as a fraction of the theoretical maximum amount of product (1.0 means a 100% yield; for example, 0.34 means a 34% yield). The reactants are [Cl:1][C:2]1[CH:7]=[CH:6][C:5]([C:8]2[CH:13]=[CH:12][CH:11]=[CH:10][C:9]=2[C@H:14]([OH:32])[CH:15]2[CH2:20][CH2:19][N:18]([C:21]3[CH:31]=[CH:30][C:24]([C:25]([O:27][CH2:28][CH3:29])=[O:26])=[CH:23][CH:22]=3)[CH2:17][CH2:16]2)=[CH:4][CH:3]=1.C(Br)(Br)(Br)Br.[P:38]([O:45]CC)([O:42][CH2:43][CH3:44])[O:39][CH2:40][CH3:41]. The catalyst is N1C=CC=CC=1. The product is [Cl:1][C:2]1[CH:3]=[CH:4][C:5]([C:8]2[CH:13]=[CH:12][CH:11]=[CH:10][C:9]=2[C@H:14]([O:32][P:38]([O:42][CH2:43][CH3:44])([O:39][CH2:40][CH3:41])=[O:45])[CH:15]2[CH2:20][CH2:19][N:18]([C:21]3[CH:22]=[CH:23][C:24]([C:25]([O:27][CH2:28][CH3:29])=[O:26])=[CH:30][CH:31]=3)[CH2:17][CH2:16]2)=[CH:6][CH:7]=1. The yield is 0.640.